This data is from Forward reaction prediction with 1.9M reactions from USPTO patents (1976-2016). The task is: Predict the product of the given reaction. (1) Given the reactants [N:1]1[C:9]2[C:4](=[N:5][CH:6]=[C:7]([C:10]([OH:12])=O)[CH:8]=2)[NH:3][CH:2]=1.Cl.[NH2:14][C:15]1([C:18]([O:20][CH2:21][C:22]2[CH:27]=[CH:26][CH:25]=[CH:24][CH:23]=2)=[O:19])[CH2:17][CH2:16]1, predict the reaction product. The product is: [N:1]1[C:9]2[C:4](=[N:5][CH:6]=[C:7]([C:10]([NH:14][C:15]3([C:18]([O:20][CH2:21][C:22]4[CH:27]=[CH:26][CH:25]=[CH:24][CH:23]=4)=[O:19])[CH2:17][CH2:16]3)=[O:12])[CH:8]=2)[NH:3][CH:2]=1. (2) Given the reactants [NH2:1][C:2]1[S:3][C:4]([C:10]2[C:15]([F:16])=[CH:14][C:13]([C:17]([OH:20])([CH3:19])[CH3:18])=[CH:12][C:11]=2[F:21])=[CH:5][C:6]=1[C:7]([NH2:9])=[O:8].Cl[C:23]1[N:28]=[C:27]2[CH2:29][N:30]([CH3:33])[C:31](=[O:32])[C:26]2=[CH:25][CH:24]=1, predict the reaction product. The product is: [F:16][C:15]1[CH:14]=[C:13]([C:17]([OH:20])([CH3:18])[CH3:19])[CH:12]=[C:11]([F:21])[C:10]=1[C:4]1[S:3][C:2]([NH:1][C:23]2[N:28]=[C:27]3[CH2:29][N:30]([CH3:33])[C:31](=[O:32])[C:26]3=[CH:25][CH:24]=2)=[C:6]([C:7]([NH2:9])=[O:8])[CH:5]=1. (3) Given the reactants [CH2:1]([C:3]1[CH:8]=[CH:7][C:6]([CH:9]2[CH2:14][N:13]([C:15]([N:17]3[CH2:22][CH2:21][O:20][CH2:19][CH2:18]3)=[O:16])[CH2:12][CH:11]([C:23]([OH:25])=O)[CH2:10]2)=[CH:5][CH:4]=1)[CH3:2].O[NH:27][C:28]([C:30]1[CH2:31][N:32]([CH3:36])[CH2:33][CH2:34][CH:35]=1)=[NH:29], predict the reaction product. The product is: [CH2:1]([C:3]1[CH:4]=[CH:5][C:6]([CH:9]2[CH2:10][CH:11]([C:23]3[O:25][N:29]=[C:28]([C:30]4[CH2:31][N:32]([CH3:36])[CH2:33][CH2:34][CH:35]=4)[N:27]=3)[CH2:12][N:13]([C:15]([N:17]3[CH2:22][CH2:21][O:20][CH2:19][CH2:18]3)=[O:16])[CH2:14]2)=[CH:7][CH:8]=1)[CH3:2]. (4) Given the reactants C[O:2][C:3]([C:5]1[C:10]([NH2:11])=[N:9][C:8]([O:12][CH2:13][C:14]([F:17])([F:16])[F:15])=[CH:7][N:6]=1)=[O:4].[OH-].[Na+:19].[ClH:20].C1(C)C=CC=CC=1, predict the reaction product. The product is: [NH2:11][C:10]1[C:5]([C:3]([OH:4])=[O:2])=[N:6][CH:7]=[C:8]([O:12][CH2:13][C:14]([F:17])([F:16])[F:15])[N:9]=1.[Cl-:20].[Na+:19]. (5) Given the reactants [Cl:1][C:2]1[CH:3]=[C:4]([CH:8]([C:33]2[CH:38]=[CH:37][CH:36]=[C:35]([Cl:39])[CH:34]=2)[C:9]2[S:13][C:12]([C:14]([NH:16][C@@H:17]([CH2:22][CH2:23][CH2:24][NH:25][C:26]([O:28][C:29]([CH3:32])([CH3:31])[CH3:30])=[O:27])[C:18]([O:20]C)=[O:19])=[O:15])=[CH:11][CH:10]=2)[CH:5]=[CH:6][CH:7]=1, predict the reaction product. The product is: [Cl:1][C:2]1[CH:3]=[C:4]([CH:8]([C:33]2[CH:38]=[CH:37][CH:36]=[C:35]([Cl:39])[CH:34]=2)[C:9]2[S:13][C:12]([C:14]([NH:16][C@@H:17]([CH2:22][CH2:23][CH2:24][NH:25][C:26]([O:28][C:29]([CH3:31])([CH3:32])[CH3:30])=[O:27])[C:18]([OH:20])=[O:19])=[O:15])=[CH:11][CH:10]=2)[CH:5]=[CH:6][CH:7]=1. (6) Given the reactants [Cl:1][C:2]1[CH:7]=[C:6]([C:8]2[NH:9][C:10]3[C:15]([CH:16]=2)=[C:14]([F:17])[CH:13]=[CH:12][CH:11]=3)[C:5](/[CH:18]=[CH:19]\[CH3:20])=[CH:4][N:3]=1.[OH-].[K+], predict the reaction product. The product is: [Cl:1][C:2]1[N:3]=[CH:4][C:5]2[CH2:18][CH:19]([CH3:20])[N:9]3[C:10]4[CH:11]=[CH:12][CH:13]=[C:14]([F:17])[C:15]=4[CH:16]=[C:8]3[C:6]=2[CH:7]=1. (7) Given the reactants [N+:1]([O-])([OH:3])=[O:2].[CH2:5]([O:12][C:13]1[CH:18]=[C:17](/[CH:19]=[CH:20]/[N+:21]([O-:23])=[O:22])[CH:16]=[CH:15][C:14]=1[O:24][CH2:25][CH2:26][CH2:27][O:28][CH3:29])[C:6]1[CH:11]=[CH:10][CH:9]=[CH:8][CH:7]=1, predict the reaction product. The product is: [CH2:5]([O:12][C:13]1[CH:18]=[C:17](/[CH:19]=[CH:20]/[N+:21]([O-:23])=[O:22])[C:16]([N+:1]([O-:3])=[O:2])=[CH:15][C:14]=1[O:24][CH2:25][CH2:26][CH2:27][O:28][CH3:29])[C:6]1[CH:7]=[CH:8][CH:9]=[CH:10][CH:11]=1. (8) Given the reactants COC1C=CC(C[O:8][C:9]2[C:14]([C:15]3[O:19][N:18]=[C:17]([C:20]4[CH:29]=[CH:28][C:23]([C:24]([O:26]C)=[O:25])=[CH:22][CH:21]=4)[CH:16]=3)=[CH:13][N:12]=[C:11]([C:30]3[CH:35]=[CH:34][CH:33]=[CH:32][N:31]=3)[N:10]=2)=CC=1.F[C:39](F)(F)[C:40](O)=O, predict the reaction product. The product is: [OH:8][C:9]1[C:14]([C:15]2[O:19][N:18]=[C:17]([C:20]3[CH:29]=[CH:28][C:23]([C:24]([O:26][CH2:39][CH3:40])=[O:25])=[CH:22][CH:21]=3)[CH:16]=2)=[CH:13][N:12]=[C:11]([C:30]2[CH:35]=[CH:34][CH:33]=[CH:32][N:31]=2)[N:10]=1.